From a dataset of Full USPTO retrosynthesis dataset with 1.9M reactions from patents (1976-2016). Predict the reactants needed to synthesize the given product. (1) Given the product [CH2:1]([O:8][C:9]1[CH:16]=[CH:15][C:12]([CH2:13][C:23]([OH:25])=[O:21])=[C:11]([F:17])[CH:10]=1)[C:2]1[CH:7]=[CH:6][CH:5]=[CH:4][CH:3]=1, predict the reactants needed to synthesize it. The reactants are: [CH2:1]([O:8][C:9]1[CH:16]=[CH:15][C:12]([CH2:13]Br)=[C:11]([F:17])[CH:10]=1)[C:2]1[CH:7]=[CH:6][CH:5]=[CH:4][CH:3]=1.[C-]#N.[Na+].[OH-:21].[K+].[CH2:23]([OH:25])C. (2) The reactants are: [Cl:1][C:2]1[S:17][C:5]2[O:6][C:7]3[CH:15]=[C:14]([CH3:16])[CH:13]=[CH:12][C:8]=3[N:9]=[C:10](Cl)[C:4]=2[CH:3]=1.C(=O)([O-])[O-].[K+].[K+].Cl.Cl.[CH3:26][C:27]([CH3:39])([CH2:32][N:33]1[CH2:38][CH2:37][NH:36][CH2:35][CH2:34]1)[C:28]([O:30][CH3:31])=[O:29]. Given the product [Cl:1][C:2]1[S:17][C:5]2[O:6][C:7]3[CH:15]=[C:14]([CH3:16])[CH:13]=[CH:12][C:8]=3[N:9]=[C:10]([N:36]3[CH2:35][CH2:34][N:33]([CH2:32][C:27]([CH3:39])([CH3:26])[C:28]([O:30][CH3:31])=[O:29])[CH2:38][CH2:37]3)[C:4]=2[CH:3]=1, predict the reactants needed to synthesize it. (3) Given the product [NH2:40][C@@H:24]([C:25]1[CH:26]=[C:27]([C:2]2[CH:7]=[CH:6][N:5]=[C:4]([CH2:8][O:9][C:10]3[CH:15]=[CH:14][CH:13]=[CH:12][C:11]=3[CH2:16][C:17]([OH:19])=[O:18])[CH:3]=2)[CH:28]=[CH:29][CH:30]=1)[CH2:23][O:22][CH3:21], predict the reactants needed to synthesize it. The reactants are: Cl[C:2]1[CH:7]=[CH:6][N:5]=[C:4]([CH2:8][O:9][C:10]2[CH:15]=[CH:14][CH:13]=[CH:12][C:11]=2[CH2:16][C:17]([O:19]C)=[O:18])[CH:3]=1.[CH3:21][O:22][CH2:23][C@@H:24]([NH:40]C(=O)OC(C)(C)C)[C:25]1[CH:30]=[CH:29][CH:28]=[C:27](B2OC(C)(C)C(C)(C)O2)[CH:26]=1. (4) Given the product [F:1][C:2]1[CH:7]=[CH:6][CH:5]=[C:4]([C:8]2[CH:13]=[CH:12][C:11]([O:14][CH2:15][CH:16]3[CH2:21][CH2:20][N:19]([CH2:22][C:23]([F:26])([CH3:25])[CH3:24])[CH2:18][CH2:17]3)=[CH:10][CH:9]=2)[C:3]=1[C:27]([N:29]1[CH2:33][C@H:32]([OH:34])[CH2:31][C@H:30]1[C:35]([NH2:50])=[O:37])=[O:28], predict the reactants needed to synthesize it. The reactants are: [F:1][C:2]1[CH:7]=[CH:6][CH:5]=[C:4]([C:8]2[CH:13]=[CH:12][C:11]([O:14][CH2:15][CH:16]3[CH2:21][CH2:20][N:19]([CH2:22][C:23]([F:26])([CH3:25])[CH3:24])[CH2:18][CH2:17]3)=[CH:10][CH:9]=2)[C:3]=1[C:27]([N:29]1[CH2:33][C@H:32]([OH:34])[CH2:31][C@H:30]1[C:35]([OH:37])=O)=[O:28].[Cl-].[NH4+].C(Cl)CCl.C1C=CC2N(O)N=[N:50]C=2C=1.CCN(C(C)C)C(C)C. (5) Given the product [O:4]1[CH2:5][CH2:6][N:1]([CH2:15][C:16]2[N:17]=[CH:18][S:19][CH:20]=2)[CH2:2][CH2:3]1, predict the reactants needed to synthesize it. The reactants are: [NH:1]1[CH2:6][CH2:5][O:4][CH2:3][CH2:2]1.C(N(CC)CC)C.Br[CH2:15][C:16]1[N:17]=[CH:18][S:19][CH:20]=1. (6) Given the product [CH3:24][C:25]1[CH:26]=[CH:27][C:28]([CH2:29][N:30]2[CH:31]=[C:32]([C:37]3[O:39][N:45]=[C:44]([C:46]4[CH:47]=[CH:48][C:49]([O:52][C:53]([F:54])([F:55])[F:56])=[CH:50][CH:51]=4)[N:43]=3)[CH:33]=[CH:34][C:35]2=[O:36])=[CH:40][CH:41]=1, predict the reactants needed to synthesize it. The reactants are: O.ON1C2C=CC=CC=2N=N1.Cl.CN(C)CCCN=C=NCC.[CH3:24][C:25]1[CH:41]=[CH:40][C:28]([CH2:29][N:30]2[C:35](=[O:36])[CH:34]=[CH:33][C:32]([C:37]([OH:39])=O)=[CH:31]2)=[CH:27][CH:26]=1.O[N:43]=[C:44]([C:46]1[CH:51]=[CH:50][C:49]([O:52][C:53]([F:56])([F:55])[F:54])=[CH:48][CH:47]=1)[NH2:45]. (7) Given the product [CH3:25][N:21]1[C:22]2=[CH:23][N:1]([C:2]3[CH:7]=[CH:6][CH:5]=[CH:4][C:3]=3[OH:8])[C:9]([C:10]3[CH:11]=[CH:12][CH:13]=[CH:14][CH:15]=3)=[C:17]2[C:18](=[O:28])[N:19]([CH3:27])[C:20]1=[O:26], predict the reactants needed to synthesize it. The reactants are: [NH2:1][C:2]1[CH:7]=[CH:6][CH:5]=[CH:4][C:3]=1[OH:8].[C:9]([C:17]1[C:18](=[O:28])[N:19]([CH3:27])[C:20](=[O:26])[N:21]([CH3:25])[C:22]=1[CH2:23]Br)(=O)[C:10]1[CH:15]=[CH:14][CH:13]=[CH:12][CH:11]=1. (8) Given the product [Cl:1][C:2]1[S:10][C:9]2[S:8](=[O:12])(=[O:11])[N:7]([C:16]([NH:15][CH2:18][CH3:19])=[O:17])[CH2:6][N:5]([CH2:13][CH3:14])[C:4]=2[CH:3]=1, predict the reactants needed to synthesize it. The reactants are: [Cl:1][C:2]1[S:10][C:9]2[S:8](=[O:12])(=[O:11])[NH:7][CH2:6][N:5]([CH2:13][CH3:14])[C:4]=2[CH:3]=1.[N-:15]=[C:16]=[O:17].[CH2:18](N(CC)CC)[CH3:19].